Predict which catalyst facilitates the given reaction. From a dataset of Catalyst prediction with 721,799 reactions and 888 catalyst types from USPTO. (1) Reactant: [Br:1][C:2]1[C:3](O)=[CH:4][C:5]2[C:10]([CH:11]=1)=[CH:9][C:8]([Br:12])=[C:7]([OH:13])[CH:6]=2.[C:15]([O-:18])([O-])=O.[K+].[K+].[CH2:21](Br)[C:22]1[CH:27]=[CH:26][CH:25]=[CH:24][CH:23]=1. Product: [CH2:21]([O:13][C:7]1[C:8]([Br:12])=[CH:9][C:10]2[C:5](=[CH:4][C:3]([O:18][CH2:15][C:2]3[CH:3]=[CH:4][CH:5]=[CH:10][CH:11]=3)=[C:2]([Br:1])[CH:11]=2)[CH:6]=1)[C:22]1[CH:27]=[CH:26][CH:25]=[CH:24][CH:23]=1. The catalyst class is: 3. (2) Reactant: [Cl:1][C:2]1[N:7]=[CH:6][C:5]([CH2:8][OH:9])=[C:4]([C:10]([F:13])([F:12])[F:11])[CH:3]=1.[CH3:14]C([O-])(C)C.[K+].CI.CCOC(C)=O. Product: [Cl:1][C:2]1[CH:3]=[C:4]([C:10]([F:13])([F:11])[F:12])[C:5]([CH2:8][O:9][CH3:14])=[CH:6][N:7]=1. The catalyst class is: 220.